This data is from Full USPTO retrosynthesis dataset with 1.9M reactions from patents (1976-2016). The task is: Predict the reactants needed to synthesize the given product. (1) Given the product [Cl:60][C:61]1[CH:62]=[C:63]([CH:67]=[CH:68][CH:69]=1)[CH2:64][N:65]([CH3:66])[C:28]([C:27]1[CH:31]=[CH:32][C:33]([CH3:34])=[C:25]([NH:24][C:22]([C:20]2[C:19](=[O:35])[NH:18][C:16]3[N:17]=[C:12]([O:11][CH3:10])[N:13]=[CH:14][C:15]=3[CH:21]=2)=[O:23])[CH:26]=1)=[O:30], predict the reactants needed to synthesize it. The reactants are: C(N(C(C)C)CC)(C)C.[CH3:10][O:11][C:12]1[N:13]=[CH:14][C:15]2[CH:21]=[C:20]([C:22]([NH:24][C:25]3[CH:26]=[C:27]([CH:31]=[CH:32][C:33]=3[CH3:34])[C:28]([OH:30])=O)=[O:23])[C:19](=[O:35])[NH:18][C:16]=2[N:17]=1.CN(C(ON1N=NC2C=CC=NC1=2)=[N+](C)C)C.F[P-](F)(F)(F)(F)F.[Cl:60][C:61]1[CH:62]=[C:63]([CH:67]=[CH:68][CH:69]=1)[CH2:64][NH:65][CH3:66]. (2) Given the product [ClH:1].[CH:11]12[O:17][CH:15]([CH2:16][NH:9][CH2:10]1)[CH2:14][N:13]([C:18]([O:20][C:21]([CH3:24])([CH3:23])[CH3:22])=[O:19])[CH2:12]2, predict the reactants needed to synthesize it. The reactants are: [ClH:1].C([N:9]1[CH2:16][CH:15]2[O:17][CH:11]([CH2:12][N:13]([C:18]([O:20][C:21]([CH3:24])([CH3:23])[CH3:22])=[O:19])[CH2:14]2)[CH2:10]1)C1C=CC=CC=1.CO. (3) Given the product [Cl:36][C:24]1[CH:23]=[C:22]([NH:21][C:11]2[C:10]3[C:15](=[CH:16][C:17]([O:18][CH2:19][CH3:20])=[C:8]([NH:7][C:5](=[O:6])/[CH:4]=[CH:3]/[CH2:2][N:53]4[CH2:52][C@H:51]5[O:46][CH2:47][CH2:48][O:49][C@H:50]5[CH2:54]4)[CH:9]=3)[N:14]=[CH:13][N:12]=2)[CH:27]=[CH:26][C:25]=1[O:28][CH2:29][C:30]1[CH:35]=[CH:34][CH:33]=[CH:32][N:31]=1, predict the reactants needed to synthesize it. The reactants are: Br[CH2:2]/[CH:3]=[CH:4]/[C:5]([NH:7][C:8]1[CH:9]=[C:10]2[C:15](=[CH:16][C:17]=1[O:18][CH2:19][CH3:20])[N:14]=[CH:13][N:12]=[C:11]2[NH:21][C:22]1[CH:27]=[CH:26][C:25]([O:28][CH2:29][C:30]2[CH:35]=[CH:34][CH:33]=[CH:32][N:31]=2)=[C:24]([Cl:36])[CH:23]=1)=[O:6].CCN(C(C)C)C(C)C.[O:46]1[C@H:51]2[CH2:52][NH:53][CH2:54][C@H:50]2[O:49][CH2:48][CH2:47]1.O. (4) Given the product [OH:16][C@H:12]([CH2:11][C:4]1[CH:5]=[C:6]2[C:10](=[C:2]([CH3:1])[CH:3]=1)[NH:9][N:8]=[CH:7]2)[C:13]([O:15][CH2:17][CH3:18])=[O:14], predict the reactants needed to synthesize it. The reactants are: [CH3:1][C:2]1[CH:3]=[C:4]([CH2:11][C:12](=[O:16])[C:13]([OH:15])=[O:14])[CH:5]=[C:6]2[C:10]=1[NH:9][N:8]=[CH:7]2.[CH2:17](N(CC)CC)[CH3:18]. (5) The reactants are: [CH3:1][C:2]1[CH:3]=[CH:4][N:5]=[C:6]([NH:8][S:9]([C:12]2[CH:13]=[CH:14][C:15]([NH2:18])=[CH:16][CH:17]=2)(=[O:11])=[O:10])[N:7]=1.[OH-].[Na+].[N+]([O-])([O-])=O.[Ag+:25]. Given the product [Ag:25].[CH3:1][C:2]1[CH:3]=[CH:4][N:5]=[C:6]([NH:8][S:9]([C:12]2[CH:17]=[CH:16][C:15]([NH2:18])=[CH:14][CH:13]=2)(=[O:11])=[O:10])[N:7]=1, predict the reactants needed to synthesize it.